From a dataset of Reaction yield outcomes from USPTO patents with 853,638 reactions. Predict the reaction yield, written as a fraction of the theoretical maximum amount of product (1.0 means a 100% yield; for example, 0.34 means a 34% yield). (1) The reactants are [NH:1]1[CH:5]=[C:4]([CH2:6][CH2:7][NH:8][C:9](=[O:24])[NH:10][CH:11]([CH2:15][C:16]2[CH:21]=[CH:20][C:19]([O:22][CH3:23])=[CH:18][CH:17]=2)[C:12]([OH:14])=O)[N:3]=[CH:2]1.C(N(C(C)C)CC)(C)C.CN(C(ON1N=NC2C=CC=CC1=2)=[N+](C)C)C.[B-](F)(F)(F)F.Cl.[C:57]([C:59]1([C:65]2[CH:70]=[CH:69][CH:68]=[CH:67][CH:66]=2)[CH2:64][CH2:63][NH:62][CH2:61][CH2:60]1)#[N:58]. The product is [C:57]([C:59]1([C:65]2[CH:70]=[CH:69][CH:68]=[CH:67][CH:66]=2)[CH2:60][CH2:61][N:62]([C:12](=[O:14])[CH:11]([NH:10][C:9]([NH:8][CH2:7][CH2:6][C:4]2[N:3]=[CH:2][NH:1][CH:5]=2)=[O:24])[CH2:15][C:16]2[CH:21]=[CH:20][C:19]([O:22][CH3:23])=[CH:18][CH:17]=2)[CH2:63][CH2:64]1)#[N:58]. The yield is 0.170. The catalyst is ClCCl.CN(C)C=O. (2) The reactants are [CH3:1][NH:2][C:3]([N:5]1[C:13]2[C:8](=[CH:9][C:10]([O:14][C:15]3[CH:20]=[CH:19][N:18]=[C:17]([NH2:21])[CH:16]=3)=[CH:11][CH:12]=2)[CH:7]=[CH:6]1)=[O:4].N1(CO)C2C=CC=C[C:25]=2N=N1.[BH4-].[Na+]. The catalyst is C(O)C.CN(C)C=O. The product is [CH3:1][NH:2][C:3]([N:5]1[C:13]2[C:8](=[CH:9][C:10]([O:14][C:15]3[CH:20]=[CH:19][N:18]=[C:17]([NH:21][CH3:25])[CH:16]=3)=[CH:11][CH:12]=2)[CH:7]=[CH:6]1)=[O:4]. The yield is 0.201. (3) The reactants are [C:1]([N:8]1[CH:12]=[CH:11][N:10]=[CH:9]1)([N:3]1[CH:7]=[CH:6]N=[CH:4]1)=[O:2].[CH:13]1[C:18]2[C:19]3C[CH2:26][CH:25]=[CH:24][C:20]=3C=CN[C:17]=2[CH:16]=[CH:15][CH:14]=1.[H-].[Na+].C(Cl)Cl. The catalyst is C1COCC1.CO. The product is [N:8]1([C:1]([N:3]2[C:4]3[CH:26]=[CH:25][CH:24]=[CH:20][C:19]=3[C:18]3[CH2:13][CH2:14][CH:15]=[CH:16][C:17]=3[CH:6]=[CH:7]2)=[O:2])[CH:12]=[CH:11][N:10]=[CH:9]1. The yield is 0.0300. (4) The reactants are [C:1]([C:3]1[CH:4]=[C:5]([CH:10]=[CH:11][C:12]=1[OH:13])[C:6]([O:8][CH3:9])=[O:7])#[N:2].ClN1C(=O)[CH2:18][CH2:17][C:16]1=O. The catalyst is C(#N)C. The product is [C:1]([C:3]1[CH:4]=[C:5]([CH:10]=[CH:11][C:12]=1[O:13][CH:17]([CH3:18])[CH3:16])[C:6]([O:8][CH3:9])=[O:7])#[N:2]. The yield is 0.290.